Task: Regression. Given two drug SMILES strings and cell line genomic features, predict the synergy score measuring deviation from expected non-interaction effect.. Dataset: NCI-60 drug combinations with 297,098 pairs across 59 cell lines (1) Drug 1: C1=CC=C(C=C1)NC(=O)CCCCCCC(=O)NO. Drug 2: C(CCl)NC(=O)N(CCCl)N=O. Cell line: T-47D. Synergy scores: CSS=5.91, Synergy_ZIP=-0.652, Synergy_Bliss=2.56, Synergy_Loewe=1.03, Synergy_HSA=1.75. (2) Drug 1: C1=CC(=C2C(=C1NCCNCCO)C(=O)C3=C(C=CC(=C3C2=O)O)O)NCCNCCO. Drug 2: C1=CN(C=N1)CC(O)(P(=O)(O)O)P(=O)(O)O. Cell line: HT29. Synergy scores: CSS=-2.90, Synergy_ZIP=-11.6, Synergy_Bliss=-28.2, Synergy_Loewe=-52.1, Synergy_HSA=-29.1. (3) Drug 1: CCC1=C2CN3C(=CC4=C(C3=O)COC(=O)C4(CC)O)C2=NC5=C1C=C(C=C5)O. Drug 2: C1CN(CCN1C(=O)CCBr)C(=O)CCBr. Cell line: PC-3. Synergy scores: CSS=16.6, Synergy_ZIP=-6.03, Synergy_Bliss=2.23, Synergy_Loewe=2.76, Synergy_HSA=4.30. (4) Drug 1: CCC1=CC2CC(C3=C(CN(C2)C1)C4=CC=CC=C4N3)(C5=C(C=C6C(=C5)C78CCN9C7C(C=CC9)(C(C(C8N6C)(C(=O)OC)O)OC(=O)C)CC)OC)C(=O)OC.C(C(C(=O)O)O)(C(=O)O)O. Drug 2: C1=NC2=C(N=C(N=C2N1C3C(C(C(O3)CO)O)F)Cl)N. Cell line: MOLT-4. Synergy scores: CSS=86.7, Synergy_ZIP=0.712, Synergy_Bliss=0.916, Synergy_Loewe=-1.93, Synergy_HSA=1.77. (5) Drug 1: COCCOC1=C(C=C2C(=C1)C(=NC=N2)NC3=CC=CC(=C3)C#C)OCCOC. Drug 2: B(C(CC(C)C)NC(=O)C(CC1=CC=CC=C1)NC(=O)C2=NC=CN=C2)(O)O. Cell line: SW-620. Synergy scores: CSS=62.9, Synergy_ZIP=1.08, Synergy_Bliss=2.13, Synergy_Loewe=-6.19, Synergy_HSA=1.17.